Dataset: Reaction yield outcomes from USPTO patents with 853,638 reactions. Task: Predict the reaction yield, written as a fraction of the theoretical maximum amount of product (1.0 means a 100% yield; for example, 0.34 means a 34% yield). (1) The catalyst is O1CCCC1. The yield is 0.380. The reactants are C([Li])CCC.C(NC(C)C)(C)C.[CH3:13][N:14]1[C:22]2[C:17](=[CH:18][CH:19]=[CH:20][CH:21]=2)[C:16]([CH2:23][C:24]([O:26][CH3:27])=[O:25])=[CH:15]1.[C:28](OC(=O)C)(=[O:30])[CH3:29].[Cl-].[NH4+]. The product is [CH3:13][N:14]1[C:22]2[C:17](=[CH:18][CH:19]=[CH:20][CH:21]=2)[C:16]([CH:23]([C:28](=[O:30])[CH3:29])[C:24]([O:26][CH3:27])=[O:25])=[CH:15]1. (2) The reactants are Cl[C:2]1[N:7]=[C:6]([S:8][C:9]2[CH:14]=[CH:13][C:12]([NH:15][C:16](=[O:19])[CH:17]=[CH2:18])=[CH:11][CH:10]=2)[CH:5]=[CH:4][N:3]=1.[O:20]1[CH2:25][CH2:24][N:23]([C:26]2[CH:32]=[CH:31][C:29]([NH2:30])=[CH:28][CH:27]=2)[CH2:22][CH2:21]1. No catalyst specified. The product is [O:20]1[CH2:21][CH2:22][N:23]([C:26]2[CH:27]=[CH:28][C:29]([NH:30][C:2]3[N:7]=[C:6]([S:8][C:9]4[CH:14]=[CH:13][C:12]([NH:15][C:16](=[O:19])[CH:17]=[CH2:18])=[CH:11][CH:10]=4)[CH:5]=[CH:4][N:3]=3)=[CH:31][CH:32]=2)[CH2:24][CH2:25]1. The yield is 0.540. (3) The reactants are COC[O:4][C:5]1[CH:6]=[C:7]([C:11]2[N:12]=[C:13]([N:23]3[CH2:28][CH2:27][O:26][CH2:25][CH2:24]3)[C:14]3[N:20]=[CH:19][C:18]([CH2:21][OH:22])=[CH:17][C:15]=3[N:16]=2)[CH:8]=[CH:9][CH:10]=1.Cl. The catalyst is O1CCOCC1. The product is [OH:22][CH2:21][C:18]1[CH:19]=[N:20][C:14]2[C:13]([N:23]3[CH2:28][CH2:27][O:26][CH2:25][CH2:24]3)=[N:12][C:11]([C:7]3[CH:6]=[C:5]([OH:4])[CH:10]=[CH:9][CH:8]=3)=[N:16][C:15]=2[CH:17]=1. The yield is 0.870. (4) The reactants are [CH3:1][O:2][C:3]1[CH:11]=[CH:10][C:6]([C:7]([OH:9])=[O:8])=[C:5]([N+:12]([O-])=O)[CH:4]=1. The catalyst is [Pd].CO. The product is [NH2:12][C:5]1[CH:4]=[C:3]([O:2][CH3:1])[CH:11]=[CH:10][C:6]=1[C:7]([OH:9])=[O:8]. The yield is 1.00. (5) The reactants are [Br:1]Br.C([O:6][CH2:7][CH2:8][S:9]([C:12]1[CH:17]=[CH:16][C:15]([O:18][CH3:19])=[CH:14][CH:13]=1)(=[O:11])=[O:10])(=O)C.[O-]S([O-])=O.[Na+].[Na+].C([O-])(O)=O.[Na+]. The catalyst is C(O)(=O)C.CC(=O)OCC. The product is [Br:1][C:14]1[CH:13]=[C:12]([S:9]([CH2:8][CH2:7][OH:6])(=[O:11])=[O:10])[CH:17]=[CH:16][C:15]=1[O:18][CH3:19]. The yield is 0.273.